From a dataset of Full USPTO retrosynthesis dataset with 1.9M reactions from patents (1976-2016). Predict the reactants needed to synthesize the given product. (1) Given the product [Br:1][C:2]1[CH:7]=[C:6]([F:8])[C:5]([O:9][Si:20]([C:16]([CH3:19])([CH3:18])[CH3:17])([CH3:22])[CH3:21])=[C:4]([F:10])[CH:3]=1, predict the reactants needed to synthesize it. The reactants are: [Br:1][C:2]1[CH:7]=[C:6]([F:8])[C:5]([OH:9])=[C:4]([F:10])[CH:3]=1.N1C=CN=C1.[C:16]([Si:20](Cl)([CH3:22])[CH3:21])([CH3:19])([CH3:18])[CH3:17]. (2) The reactants are: [CH3:1][C:2]1([CH3:21])[CH2:6][NH:5][C:4](=[O:7])[CH:3]1[O:8][C:9]1[CH:16]=[CH:15][C:12]([C:13]#[N:14])=[C:11]([C:17]([F:20])([F:19])[F:18])[CH:10]=1.[H-].[Na+].[C:24](Cl)(=[O:31])[C:25]1[CH:30]=[CH:29][CH:28]=[CH:27][CH:26]=1.[NH4+].[Cl-]. Given the product [C:24]([N:5]1[CH2:6][C:2]([CH3:21])([CH3:1])[CH:3]([O:8][C:9]2[CH:16]=[CH:15][C:12]([C:13]#[N:14])=[C:11]([C:17]([F:18])([F:20])[F:19])[CH:10]=2)[C:4]1=[O:7])(=[O:31])[C:25]1[CH:30]=[CH:29][CH:28]=[CH:27][CH:26]=1, predict the reactants needed to synthesize it. (3) Given the product [O:10]=[C:6]1[CH:5]=[C:4]([CH2:3][NH:2][C:18](=[O:19])[O:17][C:13]([CH3:16])([CH3:15])[CH3:14])[CH:9]=[CH:8][NH:7]1, predict the reactants needed to synthesize it. The reactants are: Cl.[NH2:2][CH2:3][C:4]1[CH:9]=[CH:8][NH:7][C:6](=[O:10])[CH:5]=1.[OH-].[Na+].[C:13]([O:17][C:18](O[C:18]([O:17][C:13]([CH3:16])([CH3:15])[CH3:14])=[O:19])=[O:19])([CH3:16])([CH3:15])[CH3:14].S([O-])(O)(=O)=O.[K+]. (4) Given the product [OH:19][CH2:18][CH2:17][C:13]1[CH:12]=[C:11]([S:8]([N:7]([CH2:22][O:23][CH2:24][CH2:25][Si:26]([CH3:27])([CH3:29])[CH3:28])[CH2:6][O:5][CH2:4][CH2:3][Si:2]([CH3:30])([CH3:31])[CH3:1])(=[O:10])=[O:9])[CH:16]=[CH:15][CH:14]=1, predict the reactants needed to synthesize it. The reactants are: [CH3:1][Si:2]([CH3:31])([CH3:30])[CH2:3][CH2:4][O:5][CH2:6][N:7]([CH2:22][O:23][CH2:24][CH2:25][Si:26]([CH3:29])([CH3:28])[CH3:27])[S:8]([C:11]1[CH:12]=[C:13]([CH2:17][C:18](OC)=[O:19])[CH:14]=[CH:15][CH:16]=1)(=[O:10])=[O:9].[H-].[Al+3].[Li+].[H-].[H-].[H-]. (5) Given the product [F:1][C:2]([F:7])([F:6])[C:3]([O-:5])=[O:4].[Cl:8][C:9]1[CH:14]=[CH:13][C:12]([C:15]([C:18]2[N:22]([C:23]3[CH:28]=[CH:27][C:26]([F:29])=[CH:25][CH:24]=3)[C:21]([S:30][CH2:31][C:32]3[C:33]([F:50])=[CH:34][C:35]([S:39]([NH:42][CH2:43][CH2:44][CH2:45][N+:46]([CH3:47])([CH3:48])[CH3:49])(=[O:41])=[O:40])=[CH:36][C:37]=3[F:38])=[N:20][CH:19]=2)([CH3:16])[CH3:17])=[CH:11][C:10]=1[OH:51], predict the reactants needed to synthesize it. The reactants are: [F:1][C:2]([F:7])([F:6])[C:3]([O-:5])=[O:4].[Cl:8][C:9]1[CH:14]=[CH:13][C:12]([C:15]([C:18]2[N:22]([C:23]3[CH:28]=[CH:27][C:26]([F:29])=[CH:25][CH:24]=3)[C:21]([S:30][CH2:31][C:32]3[C:37]([F:38])=[CH:36][C:35]([S:39]([NH:42][CH2:43][CH2:44][CH2:45][N+:46]([CH3:49])([CH3:48])[CH3:47])(=[O:41])=[O:40])=[CH:34][C:33]=3[F:50])=[N:20][CH:19]=2)([CH3:17])[CH3:16])=[CH:11][C:10]=1[O:51]C.B(Br)(Br)Br. (6) Given the product [C:1]([Si:5]([CH3:20])([CH3:19])[O:6][CH2:7]/[CH:8]=[CH:9]\[B:10]1[O:11][C:12]([CH3:18])([CH3:17])[C:13]([CH3:16])([CH3:15])[O:14]1)([CH3:3])([CH3:2])[CH3:4], predict the reactants needed to synthesize it. The reactants are: [C:1]([Si:5]([CH3:20])([CH3:19])[O:6][CH2:7][C:8]#[C:9][B:10]1[O:14][C:13]([CH3:16])([CH3:15])[C:12]([CH3:18])([CH3:17])[O:11]1)([CH3:4])([CH3:3])[CH3:2]. (7) The reactants are: [Br-].[CH3:2][C:3]1[CH:29]=[CH:28][C:6]([CH2:7][CH2:8][P+](C2C=CC=CC=2)(C2C=CC=CC=2)C2C=CC=CC=2)=[CH:5][CH:4]=1.[Li]CCCC.[CH3:35][CH:36]([CH2:39][CH2:40][CH2:41][CH2:42][CH2:43][CH2:44][CH2:45][CH2:46][CH3:47])[CH:37]=O.O. Given the product [CH3:2][C:3]1[CH:4]=[CH:5][C:6]([CH2:7][CH:8]=[CH:35][CH:36]([CH3:37])[CH2:39][CH2:40][CH2:41][CH2:42][CH2:43][CH2:44][CH2:45][CH2:46][CH3:47])=[CH:28][CH:29]=1, predict the reactants needed to synthesize it. (8) The reactants are: [CH3:1][C:2]1([CH3:28])[C:10]2[C:5](=[CH:6][CH:7]=[C:8]([C:11]([O-:13])=O)[CH:9]=2)[N+:4]2[CH:14]=[CH:15][C:16]([C:18]3[C:26]4[C:21](=[CH:22][CH:23]=[CH:24][CH:25]=4)[N:20]([CH3:27])[CH:19]=3)=[CH:17][C:3]1=2.[ClH:29].[C:30]([N:37]1[CH:41]=[CH:40]N=[CH:38]1)(N1C=CN=C1)=O.Cl.Cl.[NH2:44][CH2:45][CH2:46][S:47][S:48][CH2:49][CH2:50][NH2:51]. Given the product [Cl-:29].[Cl-:29].[S:47]([CH2:46][CH2:45][NH:44][C:11]([C:8]1[CH:9]=[C:10]2[C:5](=[CH:6][CH:7]=1)[N+:4]1[CH:14]=[CH:15][C:16]([C:18]3[C:26]4[C:21](=[CH:22][CH:23]=[CH:24][CH:25]=4)[N:20]([CH3:27])[CH:19]=3)=[CH:17][C:3]=1[C:2]2([CH3:1])[CH3:28])=[O:13])[S:48][CH2:49][CH2:50][NH:51][C:11]([C:8]1[CH:9]=[C:10]2[C:5](=[CH:6][CH:7]=1)[N+:4]1[CH:14]=[CH:15][C:16]([C:40]3[C:25]4[C:38](=[CH:23][CH:22]=[CH:21][CH:26]=4)[N:37]([CH3:30])[CH:41]=3)=[CH:17][C:3]=1[C:2]2([CH3:28])[CH3:1])=[O:13], predict the reactants needed to synthesize it. (9) Given the product [OH:28][C:3]([C:2]([F:30])([F:1])[F:29])([CH2:4][C:5]([C:8]1[CH:15]=[CH:14][CH:13]=[C:10]([CH2:11][OH:12])[CH:9]=1)([CH3:7])[CH3:6])[CH2:16][N:17]1[C:26]2[C:21](=[CH:22][CH:23]=[CH:24][CH:25]=2)[C:20](=[O:27])[CH:19]=[CH:18]1, predict the reactants needed to synthesize it. The reactants are: [F:1][C:2]([F:30])([F:29])[C:3]([OH:28])([CH2:16][N:17]1[C:26]2[C:21](=[CH:22][CH:23]=[CH:24][CH:25]=2)[C:20](=[O:27])[CH:19]=[CH:18]1)[CH2:4][C:5]([C:8]1[CH:9]=[C:10]([CH:13]=[CH:14][CH:15]=1)[CH:11]=[O:12])([CH3:7])[CH3:6].[BH4-].[Na+].